Dataset: Catalyst prediction with 721,799 reactions and 888 catalyst types from USPTO. Task: Predict which catalyst facilitates the given reaction. (1) The catalyst class is: 23. Reactant: [CH3:1][O:2][C:3](=[O:13])[CH2:4][C:5]1[CH:10]=[C:9]([OH:11])[CH:8]=[C:7]([OH:12])[CH:6]=1.C([O-])([O-])=O.[K+].[K+].[F:20][C:21]1[CH:28]=[CH:27][C:24]([CH2:25]Br)=[CH:23][CH:22]=1. Product: [CH3:1][O:2][C:3](=[O:13])[CH2:4][C:5]1[CH:10]=[C:9]([OH:11])[CH:8]=[C:7]([O:12][CH2:25][C:24]2[CH:27]=[CH:28][C:21]([F:20])=[CH:22][CH:23]=2)[CH:6]=1. (2) Reactant: [Br:1][C:2]1[CH:3]=[C:4]([O:9][CH3:10])[C:5](Cl)=[N:6][CH:7]=1.BrC1C=N[CH:15]=[C:16]([O:18]C)C=1.[O-]CC.[Na+].C(O)C. Product: [Br:1][C:2]1[CH:3]=[C:4]([O:9][CH3:10])[C:5]([O:18][CH2:16][CH3:15])=[N:6][CH:7]=1. The catalyst class is: 6. (3) Reactant: [CH3:1][C:2]1[CH:3]=[C:4]([CH:21]=[CH:22][C:23]=1[CH3:24])[C:5]([C:7]1[C:16](=[O:17])[C:15]2[CH:14]=[C:13]3[O:18][CH2:19][O:20][C:12]3=[CH:11][C:10]=2[NH:9][CH:8]=1)=[O:6].[H-].[Na+].Br.Br[CH2:29][C:30]1[CH:35]=[CH:34][N:33]=[CH:32][CH:31]=1. Product: [CH3:1][C:2]1[CH:3]=[C:4]([CH:21]=[CH:22][C:23]=1[CH3:24])[C:5]([C:7]1[C:16](=[O:17])[C:15]2[CH:14]=[C:13]3[O:18][CH2:19][O:20][C:12]3=[CH:11][C:10]=2[N:9]([CH2:29][C:30]2[CH:35]=[CH:34][N:33]=[CH:32][CH:31]=2)[CH:8]=1)=[O:6]. The catalyst class is: 9.